From a dataset of Reaction yield outcomes from USPTO patents with 853,638 reactions. Predict the reaction yield, written as a fraction of the theoretical maximum amount of product (1.0 means a 100% yield; for example, 0.34 means a 34% yield). (1) The reactants are [C:1]([O:5][C:6]([N:8]1[CH2:21][CH2:20][N:19]2[CH:10]([C:11](=[O:24])[NH:12][C:13]3[C:18]2=[N:17][CH:16]=[C:15]([CH2:22]O)[CH:14]=3)[CH2:9]1)=[O:7])([CH3:4])([CH3:3])[CH3:2].[I-].C(C[P+](C)(C)C)#N.C(N(C(C)C)C(C)C)C.Cl.[Cl:43][C:44]1[CH:49]=[CH:48][C:47]([N:50]2[CH2:55][CH2:54][NH:53][CH2:52][CH2:51]2)=[CH:46][CH:45]=1. The catalyst is C(#N)CC. The product is [C:1]([O:5][C:6]([N:8]1[CH2:21][CH2:20][N:19]2[CH:10]([C:11](=[O:24])[NH:12][C:13]3[C:18]2=[N:17][CH:16]=[C:15]([CH2:22][N:53]2[CH2:52][CH2:51][N:50]([C:47]4[CH:46]=[CH:45][C:44]([Cl:43])=[CH:49][CH:48]=4)[CH2:55][CH2:54]2)[CH:14]=3)[CH2:9]1)=[O:7])([CH3:4])([CH3:2])[CH3:3]. The yield is 0.820. (2) The catalyst is O1CCCC1. The reactants are [Cl:1][C:2]1[C:3]([O:12][C:13]2[CH:18]=[C:17]([O:19][CH:20]([CH3:22])[CH3:21])[CH:16]=[CH:15][C:14]=2/[CH:23]=[CH:24]/[C:25]([OH:27])=O)=[N:4][CH:5]=[C:6]([C:8]([F:11])([F:10])[F:9])[CH:7]=1.[CH2:28]([S:33]([NH2:36])(=[O:35])=[O:34])[CH2:29][CH2:30][CH2:31][CH3:32].N12CCCN=C1CCCCC2. The yield is 0.350. The product is [Cl:1][C:2]1[C:3]([O:12][C:13]2[CH:18]=[C:17]([O:19][CH:20]([CH3:21])[CH3:22])[CH:16]=[CH:15][C:14]=2/[CH:23]=[CH:24]/[C:25]([NH:36][S:33]([CH2:28][CH2:29][CH2:30][CH2:31][CH3:32])(=[O:35])=[O:34])=[O:27])=[N:4][CH:5]=[C:6]([C:8]([F:9])([F:11])[F:10])[CH:7]=1. (3) The reactants are Cl[C:2]1[C:11]2[C:6](=[CH:7][CH:8]=[CH:9][CH:10]=2)[N:5]=[C:4]([CH3:12])[N:3]=1.[F:13][CH:14]([F:23])[O:15][C:16]1[CH:21]=[CH:20][C:19]([NH2:22])=[CH:18][CH:17]=1.C([O-])(=O)C.[Na+]. The catalyst is C(OCC)(=O)C. The product is [F:13][CH:14]([F:23])[O:15][C:16]1[CH:17]=[CH:18][C:19]([NH:22][C:2]2[C:11]3[C:6](=[CH:7][CH:8]=[CH:9][CH:10]=3)[N:5]=[C:4]([CH3:12])[N:3]=2)=[CH:20][CH:21]=1. The yield is 0.940. (4) The reactants are [Br:1][C:2]1[CH:7]=[CH:6][C:5]([C@@H:8]([N:10]([CH2:15][CH2:16][C:17]([OH:28])([C:22]2[CH:27]=[CH:26][CH:25]=[CH:24][CH:23]=2)[CH2:18][C:19]([CH3:21])=[CH2:20])[C:11](=O)[O:12]C)[CH3:9])=[CH:4][CH:3]=1.[H-].[Na+]. The catalyst is C1COCC1. The product is [Br:1][C:2]1[CH:3]=[CH:4][C:5]([C@@H:8]([N:10]2[CH2:15][CH2:16][C@:17]([CH2:18][C:19]([CH3:21])=[CH2:20])([C:22]3[CH:23]=[CH:24][CH:25]=[CH:26][CH:27]=3)[O:28][C:11]2=[O:12])[CH3:9])=[CH:6][CH:7]=1. The yield is 0.345. (5) The reactants are C([N-]C(C)C)(C)C.[Li+].[F:9][C:10]1[CH:15]=[CH:14][C:13]([CH2:16][C:17]([OH:19])=[O:18])=[CH:12][C:11]=1[C:20]([F:23])([F:22])[F:21].I[CH2:25][CH:26]1[CH2:30][CH2:29][CH2:28][CH2:27]1. The catalyst is O1CCCC1.CN1CCCN(C)C1=O.CN1CCCN(C)C1=O. The product is [CH:26]1([CH2:25][CH:16]([C:13]2[CH:14]=[CH:15][C:10]([F:9])=[C:11]([C:20]([F:21])([F:22])[F:23])[CH:12]=2)[C:17]([OH:19])=[O:18])[CH2:30][CH2:29][CH2:28][CH2:27]1. The yield is 0.843. (6) The reactants are [OH-].[Na+].[C:3]([NH:11][CH:12]1[CH2:17][CH2:16][N:15]([C:18]2[N:23]=[C:22]([CH3:24])[C:21]([CH:25]([CH2:30][CH2:31][CH3:32])[C:26]([O:28]C)=[O:27])=[C:20]([C:33]3[CH:38]=[CH:37][C:36]([CH3:39])=[CH:35][CH:34]=3)[N:19]=2)[CH2:14][CH2:13]1)(=[O:10])[C:4]1[CH:9]=[CH:8][CH:7]=[CH:6][CH:5]=1. The catalyst is CO. The product is [C:3]([NH:11][CH:12]1[CH2:17][CH2:16][N:15]([C:18]2[N:23]=[C:22]([CH3:24])[C:21]([CH:25]([CH2:30][CH2:31][CH3:32])[C:26]([OH:28])=[O:27])=[C:20]([C:33]3[CH:34]=[CH:35][C:36]([CH3:39])=[CH:37][CH:38]=3)[N:19]=2)[CH2:14][CH2:13]1)(=[O:10])[C:4]1[CH:5]=[CH:6][CH:7]=[CH:8][CH:9]=1. The yield is 0.510. (7) The reactants are [Cl:1][C:2]1[C:3]([CH:13]=[CH:14][N:15](C)C)=[C:4]([N+]([O-])=O)[C:5]([O:8][CH3:9])=[N:6][CH:7]=1.[H][H]. The catalyst is C(OCC)(=O)C.[Ni]. The product is [Cl:1][C:2]1[CH:7]=[N:6][C:5]([O:8][CH3:9])=[C:4]2[NH:15][CH:14]=[CH:13][C:3]=12. The yield is 0.930. (8) The product is [C:10]1([C:5]2[CH:6]=[CH:7][C:2]([F:1])=[CH:3][CH:4]=2)[CH2:14][CH2:13][CH2:12][CH:11]=1. The catalyst is C1COCC1. The reactants are [F:1][C:2]1[CH:7]=[CH:6][C:5]([Mg]Br)=[CH:4][CH:3]=1.[C:10]1(=O)[CH2:14][CH2:13][CH2:12][CH2:11]1.Cl. The yield is 1.00.